Predict the reaction yield, written as a fraction of the theoretical maximum amount of product (1.0 means a 100% yield; for example, 0.34 means a 34% yield). From a dataset of Reaction yield outcomes from USPTO patents with 853,638 reactions. (1) The reactants are [CH3:1][N:2]([CH3:39])[CH2:3][CH2:4][CH2:5][NH:6][C:7]([C@@H:9]1[CH2:23][C@H:22]2[C@@H:12]([CH2:13][C:14]3[C:24]4[C:17](=[CH:18][CH:19]=[CH:20][C:21]2=4)[N:16]([C:25]([O:27][C:28]([CH3:31])([CH3:30])[CH3:29])=[O:26])[CH:15]=3)[N:11]([C:32]([O:34][C:35]([CH3:38])([CH3:37])[CH3:36])=[O:33])[CH2:10]1)=[O:8].C1(P(C2C=CC=CC=2)C2C=CC=CC=2)C=CC=CC=1.[CH2:59]([N:61]=[C:62]=[O:63])[CH3:60]. The catalyst is ClCCl.[Cu]Cl. The product is [CH3:39][N:2]([CH3:1])[CH2:3][CH2:4][CH2:5][N:6]([C:62]([NH:61][CH2:59][CH3:60])=[O:63])[C:7]([C@@H:9]1[CH2:23][C@H:22]2[C@@H:12]([CH2:13][C:14]3[C:24]4[C:17](=[CH:18][CH:19]=[CH:20][C:21]2=4)[N:16]([C:25]([O:27][C:28]([CH3:31])([CH3:30])[CH3:29])=[O:26])[CH:15]=3)[N:11]([C:32]([O:34][C:35]([CH3:38])([CH3:37])[CH3:36])=[O:33])[CH2:10]1)=[O:8]. The yield is 0.964. (2) The reactants are COC1C=C(OC)C=CC=1C[N:6]([C:31]1[CH:36]=[CH:35][N:34]=[CH:33][N:32]=1)[S:7]([C:10]1[CH:15]=[C:14]([F:16])[C:13]([O:17][C@H:18]2[CH2:22][CH2:21][CH2:20][C@@H:19]2[C:23]2[N:27]([CH2:28][CH3:29])[N:26]=[CH:25][CH:24]=2)=[CH:12][C:11]=1[F:30])(=[O:9])=[O:8].C([SiH](CC)CC)C.FC(F)(F)C(O)=O. The catalyst is ClCCl. The product is [CH2:28]([N:27]1[C:23]([C@H:19]2[CH2:20][CH2:21][CH2:22][C@@H:18]2[O:17][C:13]2[C:14]([F:16])=[CH:15][C:10]([S:7]([NH:6][C:31]3[CH:36]=[CH:35][N:34]=[CH:33][N:32]=3)(=[O:9])=[O:8])=[C:11]([F:30])[CH:12]=2)=[CH:24][CH:25]=[N:26]1)[CH3:29]. The yield is 0.720. (3) The reactants are [C:1]([C:3]1[CH:4]=[C:5]2[C:10](=[CH:11][C:12]=1[O:13][C:14]1[CH:22]=[CH:21][C:17]([C:18]([OH:20])=O)=[CH:16][CH:15]=1)[O:9][CH2:8][CH2:7][CH:6]2[C:23]([O:25][CH3:26])=[O:24])#[N:2].C(Cl)(=O)C(Cl)=O.[NH2:33][C:34]1[CH:35]=[N:36][C:37]([C:40]([F:43])([F:42])[F:41])=[CH:38][CH:39]=1.C(N(C(C)C)CC)(C)C. The catalyst is ClCCl.CN(C=O)C. The product is [F:43][C:40]([F:41])([F:42])[C:37]1[N:36]=[CH:35][C:34]([NH:33][C:18]([C:17]2[CH:21]=[CH:22][C:14]([O:13][C:12]3[CH:11]=[C:10]4[C:5]([CH:6]([C:23]([O:25][CH3:26])=[O:24])[CH2:7][CH2:8][O:9]4)=[CH:4][C:3]=3[C:1]#[N:2])=[CH:15][CH:16]=2)=[O:20])=[CH:39][CH:38]=1. The yield is 1.00.